Predict the product of the given reaction. From a dataset of Forward reaction prediction with 1.9M reactions from USPTO patents (1976-2016). (1) Given the reactants [CH2:1]([C@@:5]1([CH2:39][CH3:40])[NH:11][C@H:10]([C:12]2[CH:17]=[CH:16][CH:15]=[CH:14][CH:13]=2)[C:9]2[CH:18]=[C:19]([O:35][CH3:36])[C:20]([CH2:22][NH:23][CH:24]([CH2:30][C:31]([O:33]C)=[O:32])[CH2:25][C:26]([O:28]C)=[O:27])=[CH:21][C:8]=2[S:7](=[O:38])(=[O:37])[CH2:6]1)[CH2:2][CH2:3][CH3:4].[OH-].[Na+], predict the reaction product. The product is: [CH2:1]([C@@:5]1([CH2:39][CH3:40])[NH:11][C@H:10]([C:12]2[CH:13]=[CH:14][CH:15]=[CH:16][CH:17]=2)[C:9]2[CH:18]=[C:19]([O:35][CH3:36])[C:20]([CH2:22][NH:23][CH:24]([CH2:30][C:31]([OH:33])=[O:32])[CH2:25][C:26]([OH:28])=[O:27])=[CH:21][C:8]=2[S:7](=[O:37])(=[O:38])[CH2:6]1)[CH2:2][CH2:3][CH3:4]. (2) Given the reactants [F:1][C:2]([F:41])([F:40])[C:3]1[CH:4]=[C:5]([CH:33]=[C:34]([C:36]([F:39])([F:38])[F:37])[CH:35]=1)[C:6]([N:8]1[CH2:13][CH2:12][N:11]([CH2:14][CH2:15][CH2:16]OS(C)(=O)=O)[CH2:10][C@H:9]1[CH2:22][C:23]1[CH:32]=[CH:31][C:30]2[C:25](=[CH:26][CH:27]=[CH:28][CH:29]=2)[CH:24]=1)=[O:7].[NH:42]1[CH2:47][CH2:46][S:45][CH2:44][CH2:43]1.C(N(CC)CC)C.[ClH:55], predict the reaction product. The product is: [ClH:55].[ClH:55].[F:40][C:2]([F:41])([F:1])[C:3]1[CH:4]=[C:5]([CH:33]=[C:34]([C:36]([F:37])([F:39])[F:38])[CH:35]=1)[C:6]([N:8]1[CH2:13][CH2:12][N:11]([CH2:14][CH2:15][CH2:16][N:42]2[CH2:47][CH2:46][S:45][CH2:44][CH2:43]2)[CH2:10][C@H:9]1[CH2:22][C:23]1[CH:32]=[CH:31][C:30]2[C:25](=[CH:26][CH:27]=[CH:28][CH:29]=2)[CH:24]=1)=[O:7]. (3) Given the reactants [CH3:1][O:2][C:3]1[CH:8]=[CH:7][C:6]([C:9]2[N:10]=[C:11]([C:19]3[CH:24]=[CH:23][N:22]=[CH:21][CH:20]=3)[NH:12][C:13]=2[C:14]([O:16]CC)=[O:15])=[CH:5][CH:4]=1.N1C=CC(C=O)=CC=1.[OH-].[K+].Cl, predict the reaction product. The product is: [CH3:1][O:2][C:3]1[CH:4]=[CH:5][C:6]([C:9]2[N:10]=[C:11]([C:19]3[CH:20]=[CH:21][N:22]=[CH:23][CH:24]=3)[NH:12][C:13]=2[C:14]([OH:16])=[O:15])=[CH:7][CH:8]=1. (4) The product is: [Cl:22][C:16]1[CH:17]=[CH:18][CH:19]=[C:20]([Cl:21])[C:15]=1[C:14]1[CH:13]=[CH:12][NH:11][C:10]=1[C:8]1[C:7]2[C:2](=[N:3][CH:4]=[CH:5][CH:6]=2)[NH:25][N:24]=1. Given the reactants Cl[C:2]1[C:7]([C:8]([C:10]2[NH:11][CH:12]=[CH:13][C:14]=2[C:15]2[C:20]([Cl:21])=[CH:19][CH:18]=[CH:17][C:16]=2[Cl:22])=O)=[CH:6][CH:5]=[CH:4][N:3]=1.O.[NH2:24][NH2:25], predict the reaction product.